From a dataset of Peptide-MHC class II binding affinity with 134,281 pairs from IEDB. Regression. Given a peptide amino acid sequence and an MHC pseudo amino acid sequence, predict their binding affinity value. This is MHC class II binding data. (1) The peptide sequence is EIYKRWIILG. The binding affinity (normalized) is 0. The MHC is DRB1_0401 with pseudo-sequence DRB1_0401. (2) The peptide sequence is SQDLELSWNLYGLQAY. The MHC is HLA-DQA10301-DQB10302 with pseudo-sequence HLA-DQA10301-DQB10302. The binding affinity (normalized) is 0.533. (3) The peptide sequence is KQQVIAELYEKFFRI. The MHC is HLA-DPA10201-DPB11401 with pseudo-sequence HLA-DPA10201-DPB11401. The binding affinity (normalized) is 0.515. (4) The peptide sequence is VKLRRSSAAQVDGFY. The MHC is DRB1_0405 with pseudo-sequence DRB1_0405. The binding affinity (normalized) is 0.440. (5) The peptide sequence is FVQALTTAAASYASV. The MHC is HLA-DQA10102-DQB10602 with pseudo-sequence HLA-DQA10102-DQB10602. The binding affinity (normalized) is 0.876. (6) The peptide sequence is KNTIVIPKGDFLTGP. The MHC is HLA-DPA10103-DPB10401 with pseudo-sequence HLA-DPA10103-DPB10401. The binding affinity (normalized) is 0.191.